From a dataset of Reaction yield outcomes from USPTO patents with 853,638 reactions. Predict the reaction yield, written as a fraction of the theoretical maximum amount of product (1.0 means a 100% yield; for example, 0.34 means a 34% yield). The catalyst is CO. The product is [I-:42].[Cl:7][C:8]1[CH:9]=[C:10]2[C:15](=[CH:16][CH:17]=1)[CH:14]=[C:13]([S:18]([N:21]1[CH2:26][CH2:25][N:24]([C:27]([C:28]3[CH:29]=[CH:30][C:31]([C:34]4[CH:39]=[CH:38][N+:37]([CH3:1])=[CH:36][CH:35]=4)=[CH:32][CH:33]=3)=[O:40])[CH2:23][CH2:22]1)(=[O:20])=[O:19])[CH:12]=[CH:11]2. The yield is 0.580. The reactants are [CH:1]1C=CC=CC=1.[Cl:7][C:8]1[CH:9]=[C:10]2[C:15](=[CH:16][CH:17]=1)[CH:14]=[C:13]([S:18]([N:21]1[CH2:26][CH2:25][N:24]([C:27](=[O:40])[C:28]3[CH:33]=[CH:32][C:31]([C:34]4[CH:39]=[CH:38][N:37]=[CH:36][CH:35]=4)=[CH:30][CH:29]=3)[CH2:23][CH2:22]1)(=[O:20])=[O:19])[CH:12]=[CH:11]2.C[I:42].